From a dataset of Reaction yield outcomes from USPTO patents with 853,638 reactions. Predict the reaction yield, written as a fraction of the theoretical maximum amount of product (1.0 means a 100% yield; for example, 0.34 means a 34% yield). (1) The reactants are [Cl:1][C:2]1[C:14]([Cl:15])=[CH:13][CH:12]=[C:11]2[C:3]=1[C:4]1[CH2:5][CH2:6][CH2:7][C:8](=[O:16])[C:9]=1[NH:10]2.[OH-].[K+].[C:19]1([CH:25]=O)[CH:24]=[CH:23][CH:22]=[CH:21][CH:20]=1. The catalyst is CO. The product is [CH:25](=[C:7]1[CH2:6][CH2:5][C:4]2[C:3]3[C:11](=[CH:12][CH:13]=[C:14]([Cl:15])[C:2]=3[Cl:1])[NH:10][C:9]=2[C:8]1=[O:16])[C:19]1[CH:24]=[CH:23][CH:22]=[CH:21][CH:20]=1. The yield is 0.700. (2) The yield is 0.890. The product is [F:1][C:2]1[CH:3]=[C:4]2[C:9](=[C:10]([O:12][C@H:13]([CH3:17])[CH2:14][O:15][CH3:16])[CH:11]=1)[N:8]=[C:7]([CH:18]=[O:20])[CH:6]=[CH:5]2. The catalyst is O1CCOCC1.O. The reactants are [F:1][C:2]1[CH:3]=[C:4]2[C:9](=[C:10]([O:12][C@H:13]([CH3:17])[CH2:14][O:15][CH3:16])[CH:11]=1)[N:8]=[C:7]([CH3:18])[CH:6]=[CH:5]2.[Se](=O)=[O:20]. (3) The reactants are [S:1]1[CH:5]=[CH:4][C:3]([C:6]([OH:8])=[O:7])=[CH:2]1.[Br:9]Br. The catalyst is C(O)(=O)C. The product is [Br:9][C:5]1[S:1][CH:2]=[C:3]([C:6]([OH:8])=[O:7])[CH:4]=1. The yield is 0.800. (4) The reactants are [F:1][C:2]1[CH:8]=[C:7]([CH3:9])[C:6]([B:10]2[O:14][C:13]([CH3:16])([CH3:15])[C:12]([CH3:18])([CH3:17])[O:11]2)=[CH:5][C:3]=1[NH2:4].Cl[C:20]([O:22][C:23]([CH3:25])=[CH2:24])=[O:21]. The catalyst is CCOC(C)=O.C([O-])(O)=O.[Na+]. The product is [F:1][C:2]1[CH:8]=[C:7]([CH3:9])[C:6]([B:10]2[O:14][C:13]([CH3:16])([CH3:15])[C:12]([CH3:18])([CH3:17])[O:11]2)=[CH:5][C:3]=1[NH:4][C:20](=[O:21])[O:22][C:23]([CH3:25])=[CH2:24]. The yield is 1.00. (5) The reactants are O=[C:2]([CH:9]1[CH2:14][CH2:13][O:12][CH2:11][CH2:10]1)[CH2:3][C:4]([O:6]CC)=O.[Cl:15][C:16]1[C:21]([Cl:22])=[CH:20][CH:19]=[CH:18][C:17]=1[CH2:23][C:24]1[C:25]([NH2:30])=[N:26][NH:27][C:28]=1[NH2:29].Cl. The yield is 0.270. The product is [ClH:15].[NH2:29][C:28]1[C:24]([CH2:23][C:17]2[CH:18]=[CH:19][CH:20]=[C:21]([Cl:22])[C:16]=2[Cl:15])=[C:25]2[N:30]=[C:2]([CH:9]3[CH2:10][CH2:11][O:12][CH2:13][CH2:14]3)[CH:3]=[C:4]([OH:6])[N:26]2[N:27]=1. The catalyst is C(O)(=O)C.CO.